From a dataset of Catalyst prediction with 721,799 reactions and 888 catalyst types from USPTO. Predict which catalyst facilitates the given reaction. (1) Reactant: Cl[C:2]1[N:7]=[C:6]([S:8][CH2:9][C:10]2[CH:15]=[CH:14][CH:13]=[CH:12][CH:11]=2)[N:5]=[C:4]([N:16]([CH2:26][O:27][CH2:28][CH2:29][Si:30]([CH3:33])([CH3:32])[CH3:31])[S:17]([N:20]2[CH2:25][CH2:24][O:23][CH2:22][CH2:21]2)(=[O:19])=[O:18])[CH:3]=1.[NH2:34][C@@H:35]([CH2:37][OH:38])[CH3:36]. Product: [CH2:9]([S:8][C:6]1[N:5]=[C:4]([N:16]([CH2:26][O:27][CH2:28][CH2:29][Si:30]([CH3:33])([CH3:32])[CH3:31])[S:17]([N:20]2[CH2:25][CH2:24][O:23][CH2:22][CH2:21]2)(=[O:19])=[O:18])[CH:3]=[C:2]([NH:34][C@H:35]([CH3:36])[CH2:37][OH:38])[N:7]=1)[C:10]1[CH:15]=[CH:14][CH:13]=[CH:12][CH:11]=1. The catalyst class is: 37. (2) Reactant: B(Br)(Br)Br.[Cl:5][C:6]1[CH:11]=[CH:10][C:9]([O:12]C)=[CH:8][C:7]=1[S:14][CH3:15].N(CCO)CCO. Product: [Cl:5][C:6]1[CH:11]=[CH:10][C:9]([OH:12])=[CH:8][C:7]=1[S:14][CH3:15]. The catalyst class is: 4. (3) Reactant: Br.[Br:2][C:3]1[CH:10]=[CH:9][C:6]([CH:7]=[O:8])=[C:5]([O:11]C)[C:4]=1[F:13]. Product: [Br:2][C:3]1[CH:10]=[CH:9][C:6]([CH:7]=[O:8])=[C:5]([OH:11])[C:4]=1[F:13]. The catalyst class is: 15. (4) Reactant: [NH2:1][C:2]1[N:6]([CH2:7][CH2:8][O:9][C:10]([C:23]2[CH:28]=[CH:27][CH:26]=[CH:25][CH:24]=2)([C:17]2[CH:22]=[CH:21][CH:20]=[CH:19][CH:18]=2)[C:11]2[CH:16]=[CH:15][CH:14]=[CH:13][CH:12]=2)[N:5]=[CH:4][C:3]=1[CH2:29][CH2:30][NH2:31].[C:32](O[C:32]([O:34][C:35]([CH3:38])([CH3:37])[CH3:36])=[O:33])([O:34][C:35]([CH3:38])([CH3:37])[CH3:36])=[O:33]. Product: [NH2:1][C:2]1[N:6]([CH2:7][CH2:8][O:9][C:10]([C:11]2[CH:16]=[CH:15][CH:14]=[CH:13][CH:12]=2)([C:23]2[CH:28]=[CH:27][CH:26]=[CH:25][CH:24]=2)[C:17]2[CH:18]=[CH:19][CH:20]=[CH:21][CH:22]=2)[N:5]=[CH:4][C:3]=1[CH2:29][CH2:30][NH:31][C:32]([O:34][C:35]([CH3:38])([CH3:37])[CH3:36])=[O:33]. The catalyst class is: 7. (5) Product: [F:15][C:12]1[CH:13]=[CH:14][C:9]([C:7]2[C:4]([OH:3])=[CH:5][N:6]=[C:2]([NH:18][CH3:17])[N:1]=2)=[CH:10][CH:11]=1. Reactant: [NH2:1][C:2]1[O:3][C:4]([C:7]([C:9]2[CH:14]=[CH:13][C:12]([F:15])=[CH:11][CH:10]=2)=O)=[CH:5][N:6]=1.O.[CH3:17][NH2:18]. The catalyst class is: 107. (6) Reactant: [OH-].[K+].[CH:3]1([O:8][C:9]2[N:14]=[C:13]([C:15]([O:17]C3CCCC3)=[O:16])[CH:12]=[CH:11][C:10]=2[O:23][CH3:24])[CH2:7][CH2:6][CH2:5][CH2:4]1. Product: [CH:3]1([O:8][C:9]2[N:14]=[C:13]([C:15]([OH:17])=[O:16])[CH:12]=[CH:11][C:10]=2[O:23][CH3:24])[CH2:4][CH2:5][CH2:6][CH2:7]1. The catalyst class is: 72. (7) Reactant: [Br:1][CH:2]([CH2:10][CH2:11][C:12]1[CH:17]=[CH:16][CH:15]=[CH:14][CH:13]=1)[C:3](=[O:9])[C:4]([O:6][CH2:7][CH3:8])=[O:5].[NH2:18][C:19]1[CH:24]=[CH:23][CH:22]=[CH:21][N:20]=1. Product: [Br-:1].[NH2:18][C:19]1[CH:24]=[CH:23][CH:22]=[CH:21][N+:20]=1[CH:2]([CH2:10][CH2:11][C:12]1[CH:17]=[CH:16][CH:15]=[CH:14][CH:13]=1)[C:3](=[O:9])[C:4]([O:6][CH2:7][CH3:8])=[O:5]. The catalyst class is: 1. (8) Reactant: [N:1]1([CH2:6][CH2:7][CH2:8][O:9][C:10]2[CH:15]=[CH:14][C:13]([C:16]3([CH2:22][NH2:23])[CH2:21][CH2:20][O:19][CH2:18][CH2:17]3)=[CH:12][CH:11]=2)[CH2:5][CH2:4][CH2:3][CH2:2]1.C(N(CC)CC)C.[S:31](Cl)([CH3:34])(=[O:33])=[O:32]. Product: [N:1]1([CH2:6][CH2:7][CH2:8][O:9][C:10]2[CH:15]=[CH:14][C:13]([C:16]3([CH2:22][NH:23][S:31]([CH3:34])(=[O:33])=[O:32])[CH2:17][CH2:18][O:19][CH2:20][CH2:21]3)=[CH:12][CH:11]=2)[CH2:5][CH2:4][CH2:3][CH2:2]1. The catalyst class is: 4. (9) Reactant: Br[C:2]1[CH:3]=[C:4]([CH2:9][NH:10][CH3:11])[CH:5]=[CH:6][C:7]=1[F:8].[CH3:12][C:13]([O:16][C:17]([N:19]1[CH2:24][CH2:23][N:22]([CH2:25][C:26]2[CH:27]=[C:28](B(O)O)[CH:29]=[CH:30][CH:31]=2)[CH2:21][CH2:20]1)=[O:18])([CH3:15])[CH3:14].C([O-])([O-])=O.[K+].[K+]. Product: [F:8][C:7]1[CH:6]=[CH:5][C:4]([CH2:9][NH:10][CH3:11])=[CH:3][C:2]=1[C:28]1[CH:29]=[CH:30][CH:31]=[C:26]([CH2:25][N:22]2[CH2:23][CH2:24][N:19]([C:17]([O:16][C:13]([CH3:15])([CH3:14])[CH3:12])=[O:18])[CH2:20][CH2:21]2)[CH:27]=1. The catalyst class is: 70. (10) The catalyst class is: 7. Product: [C:25]([C:28]1[CH:35]=[CH:34][CH:33]=[CH:32][C:29]=1[CH:30]=[CH:20][C:21]([O:23][CH3:24])=[O:22])([OH:27])=[O:26]. Reactant: C1(P(=[CH:20][C:21]([O:23][CH3:24])=[O:22])(C2C=CC=CC=2)C2C=CC=CC=2)C=CC=CC=1.[C:25]([C:28]1[CH:35]=[CH:34][CH:33]=[CH:32][C:29]=1[CH:30]=O)([OH:27])=[O:26].